This data is from Reaction yield outcomes from USPTO patents with 853,638 reactions. The task is: Predict the reaction yield, written as a fraction of the theoretical maximum amount of product (1.0 means a 100% yield; for example, 0.34 means a 34% yield). (1) The yield is 0.400. The catalyst is C(O)C.[Pd]. The product is [NH2:14][C:5]1[C:4]([O:3][CH2:1][CH3:2])=[CH:12][C:8]([C:9]([OH:11])=[O:10])=[C:7]([F:13])[CH:6]=1. The reactants are [CH2:1]([O:3][C:4]1[C:5]([N+:14]([O-])=O)=[CH:6][C:7]([F:13])=[C:8]([CH:12]=1)[C:9]([OH:11])=[O:10])[CH3:2].CN(C=O)C. (2) The reactants are [C:1]([OH:5])([CH3:4])([CH3:3])C.[C:6]([CH2:9][C:10](=[O:12])[CH3:11])(=[O:8])[CH3:7].Br[CH2:14][C:15]1[C:20]([F:21])=[C:19]([F:22])[C:18]([F:23])=[C:17]([CH2:24]Br)[C:16]=1[F:26].[I-].[K+].[CH2:29]([O:31]CC)[CH3:30]. The catalyst is O. The product is [F:26][C:16]1[C:15]([CH2:14][CH:9]([C:10](=[O:12])[CH3:11])[C:6](=[O:8])[CH3:7])=[C:20]([F:21])[C:19]([F:22])=[C:18]([F:23])[C:17]=1[CH2:24][CH:3]([C:29](=[O:31])[CH3:30])[C:1](=[O:5])[CH3:4]. The yield is 0.200. (3) The reactants are C[S:2]([C:5]1[CH:6]=[CH:7][C:8]([N:14]2[CH2:18][CH2:17][CH2:16][CH2:15]2)=[C:9]([CH:13]=1)[C:10]([OH:12])=[O:11])(=[O:4])=[O:3].ClC1C=CC(S(=O)(=O)[NH:30][CH2:31][CH3:32])=CC=1C(O)=O.N1CCCC1. No catalyst specified. The product is [CH2:31]([NH:30][S:2]([C:5]1[CH:6]=[CH:7][C:8]([N:14]2[CH2:18][CH2:17][CH2:16][CH2:15]2)=[C:9]([CH:13]=1)[C:10]([OH:12])=[O:11])(=[O:4])=[O:3])[CH3:32]. The yield is 0.430. (4) The reactants are [Cl:1][C:2]1[CH:3]=[CH:4][C:5](F)=[C:6]([CH:9]=1)[CH:7]=[O:8].[NH:11]1[CH2:16][CH2:15][O:14][CH2:13][CH2:12]1.C(=O)([O-])[O-].[K+].[K+].CS(C)=O. The catalyst is O. The product is [Cl:1][C:2]1[CH:3]=[CH:4][C:5]([N:11]2[CH2:16][CH2:15][O:14][CH2:13][CH2:12]2)=[C:6]([CH:9]=1)[CH:7]=[O:8]. The yield is 0.760. (5) The catalyst is C1(C)C=CC=CC=1. The reactants are C[Al](C)C.[CH3:5][C:6]1[CH:7]=[CH:8][C:9]([NH2:12])=[N:10][CH:11]=1.[Si:13]([O:20][CH:21]1[CH2:24][N:23]([CH2:25][C@H:26]([OH:31])[C:27](OC)=[O:28])[CH2:22]1)([C:16]([CH3:19])([CH3:18])[CH3:17])([CH3:15])[CH3:14]. The yield is 0.760. The product is [Si:13]([O:20][CH:21]1[CH2:24][N:23]([CH2:25][C@H:26]([OH:31])[C:27]([NH:12][C:9]2[CH:8]=[CH:7][C:6]([CH3:5])=[CH:11][N:10]=2)=[O:28])[CH2:22]1)([C:16]([CH3:19])([CH3:18])[CH3:17])([CH3:15])[CH3:14]. (6) The product is [Br:1][C:2]1[CH:3]=[CH:4][C:5]([CH2:6][OH:7])=[C:9]([CH:8]([C:17]2[CH:18]=[CH:19][C:14]([CH2:12][CH3:13])=[CH:15][CH:16]=2)[OH:11])[CH:10]=1. The reactants are [Br:1][C:2]1[CH:10]=[C:9]2[C:5]([CH2:6][O:7][CH:8]2[OH:11])=[CH:4][CH:3]=1.[CH2:12]([C:14]1[CH:19]=[CH:18][C:17]([Mg]Br)=[CH:16][CH:15]=1)[CH3:13]. The catalyst is O1CCCC1. The yield is 0.490.